This data is from Catalyst prediction with 721,799 reactions and 888 catalyst types from USPTO. The task is: Predict which catalyst facilitates the given reaction. Reactant: Cl.O.[C:3]1([CH3:13])[CH:8]=[CH:7][C:6]([S:9]([OH:12])(=[O:11])=[O:10])=[CH:5][CH:4]=1. Product: [C:3]1([CH3:13])[CH:4]=[CH:5][C:6]([S:9]([OH:12])(=[O:10])=[O:11])=[CH:7][CH:8]=1. The catalyst class is: 5.